From a dataset of Forward reaction prediction with 1.9M reactions from USPTO patents (1976-2016). Predict the product of the given reaction. The product is: [Cl:1][C:2]1[CH:7]=[CH:6][C:5]([CH:8]([C:50]2[CH:55]=[CH:54][C:53]([Cl:56])=[CH:52][CH:51]=2)[C:9]2[CH:10]=[C:11]3[C:16](=[CH:17][CH:18]=2)[N:15]=[CH:14][N:13]=[C:12]3[NH:19][CH:20]2[CH2:21][CH2:22][N:23]([S:26]([C:29]3[CH:49]=[CH:48][C:32]([C:33]([NH:35][CH2:36][CH2:37][CH2:38][O:39][C:40]4[CH:41]=[CH:42][C:43]([CH2:46][OH:59])=[CH:44][CH:45]=4)=[O:34])=[CH:31][CH:30]=3)(=[O:27])=[O:28])[CH2:24][CH2:25]2)=[CH:4][CH:3]=1. Given the reactants [Cl:1][C:2]1[CH:7]=[CH:6][C:5]([CH:8]([C:50]2[CH:55]=[CH:54][C:53]([Cl:56])=[CH:52][CH:51]=2)[C:9]2[CH:10]=[C:11]3[C:16](=[CH:17][CH:18]=2)[N:15]=[CH:14][N:13]=[C:12]3[NH:19][CH:20]2[CH2:25][CH2:24][N:23]([S:26]([C:29]3[CH:49]=[CH:48][C:32]([C:33]([NH:35][CH2:36][CH2:37][CH2:38][O:39][C:40]4[CH:45]=[CH:44][C:43]([CH2:46]Cl)=[CH:42][CH:41]=4)=[O:34])=[CH:31][CH:30]=3)(=[O:28])=[O:27])[CH2:22][CH2:21]2)=[CH:4][CH:3]=1.CC([O-])=[O:59].[Na+].[OH-].[Na+], predict the reaction product.